From a dataset of CYP2C19 inhibition data for predicting drug metabolism from PubChem BioAssay. Regression/Classification. Given a drug SMILES string, predict its absorption, distribution, metabolism, or excretion properties. Task type varies by dataset: regression for continuous measurements (e.g., permeability, clearance, half-life) or binary classification for categorical outcomes (e.g., BBB penetration, CYP inhibition). Dataset: cyp2c19_veith. (1) The molecule is CC(Oc1ccccc1)C(=O)Nc1nc2c(s1)C(=O)CC(C)(C)C2. The result is 1 (inhibitor). (2) The result is 0 (non-inhibitor). The compound is O=C1c2ccccc2C(=O)N1Nc1ccccc1. (3) The compound is C[C@H](C(=O)[O-])c1cccc(Oc2ccccc2)c1.C[C@H](C(=O)[O-])c1cccc(Oc2ccccc2)c1.O.O.[Ca+2]. The result is 0 (non-inhibitor). (4) The result is 1 (inhibitor). The molecule is O=C1CSC(c2ccccn2)N1c1ccc(Cl)c(Cl)c1. (5) The molecule is CCn1c(CCNC(=O)c2ccccc2Cl)n[nH]c1=S. The result is 0 (non-inhibitor).